This data is from Forward reaction prediction with 1.9M reactions from USPTO patents (1976-2016). The task is: Predict the product of the given reaction. Given the reactants [NH2:1][C:2]1[CH:7]=[CH:6][N:5]=[CH:4][C:3]=1[NH:8][C:9]([C:11]1[CH:12]=[CH:13][CH:14]=[C:15]2[C:19]=1[N:18]1[CH:20]=[CH:21][CH:22]=[C:17]1[C:16]2=[O:23])=O, predict the reaction product. The product is: [N:1]1[C:2]2[CH:7]=[CH:6][N:5]=[CH:4][C:3]=2[NH:8][C:9]=1[C:11]1[C:19]2[N:18]3[CH:20]=[CH:21][CH:22]=[C:17]3[C:16](=[O:23])[C:15]=2[CH:14]=[CH:13][CH:12]=1.